From a dataset of Peptide-MHC class II binding affinity with 134,281 pairs from IEDB. Regression. Given a peptide amino acid sequence and an MHC pseudo amino acid sequence, predict their binding affinity value. This is MHC class II binding data. The peptide sequence is VQYSRADEEQQQALS. The MHC is HLA-DQA10101-DQB10501 with pseudo-sequence HLA-DQA10101-DQB10501. The binding affinity (normalized) is 0.175.